From a dataset of Experimental lipophilicity measurements (octanol/water distribution) for 4,200 compounds from AstraZeneca. Regression/Classification. Given a drug SMILES string, predict its absorption, distribution, metabolism, or excretion properties. Task type varies by dataset: regression for continuous measurements (e.g., permeability, clearance, half-life) or binary classification for categorical outcomes (e.g., BBB penetration, CYP inhibition). For this dataset (lipophilicity_astrazeneca), we predict Y. (1) The compound is O=C(Nc1cccc([C@@H](c2ccc(C(=O)N3CCC3)cc2)N2CCN(Cc3ccc(F)cc3)CC2)c1)C1CC1. The Y is 3.58 logD. (2) The drug is O=c1[nH]ccc2nc(-c3ccc(CN4CCC(c5n[nH]c(-c6ccccn6)n5)CC4)cc3)c(-c3ccccc3)cc12. The Y is 3.90 logD.